Task: Predict the product of the given reaction.. Dataset: Forward reaction prediction with 1.9M reactions from USPTO patents (1976-2016) (1) Given the reactants C([O:4][CH2:5][C:6]1[C:10]2[N:11]([CH3:27])[CH:12]=[C:13]([C:16]([NH:18][CH2:19][C:20]3[CH:25]=[CH:24][C:23]([Cl:26])=[CH:22][CH:21]=3)=[O:17])[C:14](=[O:15])[C:9]=2[S:8][C:7]=1[CH2:28][N:29]([CH2:31][C@@H:32]([OH:39])[C:33]1[CH:38]=[CH:37][CH:36]=[CH:35][N:34]=1)[CH3:30])C=C, predict the reaction product. The product is: [Cl:26][C:23]1[CH:22]=[CH:21][C:20]([CH2:19][NH:18][C:16]([C:13]2[C:14](=[O:15])[C:9]3[S:8][C:7]([CH2:28][N:29]([CH2:31][C@@H:32]([OH:39])[C:33]4[CH:38]=[CH:37][CH:36]=[CH:35][N:34]=4)[CH3:30])=[C:6]([CH2:5][OH:4])[C:10]=3[N:11]([CH3:27])[CH:12]=2)=[O:17])=[CH:25][CH:24]=1. (2) Given the reactants [Na].[Br:2][C:3]1[C:4](=[O:18])[N:5]([C:10]2[CH:15]=[C:14]([Cl:16])[CH:13]=[C:12]([Cl:17])[CH:11]=2)[N:6]=[CH:7][C:8]=1Br.[CH3:19][OH:20], predict the reaction product. The product is: [Br:2][C:3]1[C:4](=[O:18])[N:5]([C:10]2[CH:15]=[C:14]([Cl:16])[CH:13]=[C:12]([Cl:17])[CH:11]=2)[N:6]=[CH:7][C:8]=1[O:20][CH3:19].